This data is from Reaction yield outcomes from USPTO patents with 853,638 reactions. The task is: Predict the reaction yield, written as a fraction of the theoretical maximum amount of product (1.0 means a 100% yield; for example, 0.34 means a 34% yield). (1) The reactants are C([O:5][C:6](=[O:30])[C@@H:7]([N:9]1[C:13]2[CH:14]=[CH:15][CH:16]=[CH:17][C:12]=2[N:11]([CH2:18][C:19]2[C:20]3[C:27]([CH3:28])=[CH:26][CH:25]=[CH:24][C:21]=3[S:22][CH:23]=2)[C:10]1=[O:29])[CH3:8])(C)(C)C.C(O)(C(F)(F)F)=O. The product is [CH3:28][C:27]1[C:20]2[C:19]([CH2:18][N:11]3[C:12]4[CH:17]=[CH:16][CH:15]=[CH:14][C:13]=4[N:9]([C@@H:7]([CH3:8])[C:6]([OH:30])=[O:5])[C:10]3=[O:29])=[CH:23][S:22][C:21]=2[CH:24]=[CH:25][CH:26]=1. The yield is 0.660. The catalyst is C(Cl)Cl. (2) The reactants are [C:1]([O:5][C:6]([CH:8]([CH2:13][OH:14])[C:9]([O:11][CH3:12])=[O:10])=[O:7])([CH3:4])([CH3:3])[CH3:2].CCN(C(C)C)C(C)C.[C:24](OC(=O)C)(=[O:26])[CH3:25]. The catalyst is C(Cl)Cl. The product is [C:24]([O:14][CH2:13][CH:8]([C:6]([O:5][C:1]([CH3:2])([CH3:4])[CH3:3])=[O:7])[C:9]([O:11][CH3:12])=[O:10])(=[O:26])[CH3:25]. The yield is 0.910. (3) The reactants are [N+:1]([C:4]1[CH:5]=[C:6]2[C:11](=[O:12])[O:10][C:8](=O)[C:7]2=[CH:13][CH:14]=1)([O-:3])=[O:2].[CH:15]1([NH2:18])[CH2:17][CH2:16]1.C(N(CC)CC)C.C(N=C=NC(C)C)(C)C. The catalyst is C1COCC1.CN(C=O)C. The product is [CH:15]1([N:18]2[C:11](=[O:12])[C:6]3=[CH:5][C:4]([N+:1]([O-:3])=[O:2])=[CH:14][CH:13]=[C:7]3[C:8]2=[O:10])[CH2:17][CH2:16]1. The yield is 0.900.